Dataset: Peptide-MHC class II binding affinity with 134,281 pairs from IEDB. Task: Regression. Given a peptide amino acid sequence and an MHC pseudo amino acid sequence, predict their binding affinity value. This is MHC class II binding data. The peptide sequence is PRRWLRFCNPELSEI. The MHC is DRB5_0101 with pseudo-sequence DRB5_0101. The binding affinity (normalized) is 0.498.